This data is from Peptide-MHC class I binding affinity with 185,985 pairs from IEDB/IMGT. The task is: Regression. Given a peptide amino acid sequence and an MHC pseudo amino acid sequence, predict their binding affinity value. This is MHC class I binding data. (1) The peptide sequence is FMDGKQACV. The MHC is HLA-A02:03 with pseudo-sequence HLA-A02:03. The binding affinity (normalized) is 0.676. (2) The peptide sequence is SIKFKRKLM. The MHC is HLA-B15:01 with pseudo-sequence HLA-B15:01. The binding affinity (normalized) is 0.0847. (3) The peptide sequence is IASPAWFLF. The MHC is HLA-B15:17 with pseudo-sequence HLA-B15:17. The binding affinity (normalized) is 0.952. (4) The peptide sequence is TGDTPINI. The MHC is Mamu-B08 with pseudo-sequence Mamu-B08. The binding affinity (normalized) is 0. (5) The peptide sequence is QPYPQPQPQY. The MHC is HLA-B54:01 with pseudo-sequence HLA-B54:01. The binding affinity (normalized) is 0. (6) The peptide sequence is ELVMDKNHA. The MHC is HLA-A02:06 with pseudo-sequence HLA-A02:06. The binding affinity (normalized) is 0.0287.